Dataset: Reaction yield outcomes from USPTO patents with 853,638 reactions. Task: Predict the reaction yield, written as a fraction of the theoretical maximum amount of product (1.0 means a 100% yield; for example, 0.34 means a 34% yield). (1) The reactants are Br[C:2]1[CH:3]=[C:4]2[C:8](=[CH:9][CH:10]=1)[N:7]([CH2:11][CH:12]1[CH2:18][CH2:17][CH2:16][N:15]([C:19]([O:21][CH2:22][C:23]3[CH:28]=[CH:27][CH:26]=[CH:25][CH:24]=3)=[O:20])[CH2:14][CH2:13]1)[CH:6]=[CH:5]2.[O:29]1[CH2:34][CH2:33][CH2:32][CH2:31][CH:30]1[N:35]1[CH:39]=[C:38](B2OC(C)(C)C(C)(C)O2)[CH:37]=[N:36]1.C([O-])([O-])=O.[Cs+].[Cs+].C(Cl)Cl. The catalyst is CN(C=O)C.O.C(OCC)(=O)C.CCCCCC. The product is [O:29]1[CH2:34][CH2:33][CH2:32][CH2:31][CH:30]1[N:35]1[CH:39]=[C:38]([C:2]2[CH:3]=[C:4]3[C:8](=[CH:9][CH:10]=2)[N:7]([CH2:11][CH:12]2[CH2:18][CH2:17][CH2:16][N:15]([C:19]([O:21][CH2:22][C:23]4[CH:24]=[CH:25][CH:26]=[CH:27][CH:28]=4)=[O:20])[CH2:14][CH2:13]2)[CH:6]=[CH:5]3)[CH:37]=[N:36]1. The yield is 0.600. (2) The reactants are [N:1]([CH2:4][C:5]1[CH:10]=[CH:9][C:8]([C:11]2[O:15][N:14]=[C:13]([C:16]3[CH:21]=[CH:20][C:19]([O:22][CH:23]([CH3:25])[CH3:24])=[C:18]([Cl:26])[CH:17]=3)[N:12]=2)=[CH:7][CH:6]=1)=[N+]=[N-].C1(P(C2C=CC=CC=2)C2C=CC=CC=2)C=CC=CC=1. The catalyst is C1COCC1.O. The product is [Cl:26][C:18]1[CH:17]=[C:16]([C:13]2[N:12]=[C:11]([C:8]3[CH:9]=[CH:10][C:5]([CH2:4][NH2:1])=[CH:6][CH:7]=3)[O:15][N:14]=2)[CH:21]=[CH:20][C:19]=1[O:22][CH:23]([CH3:25])[CH3:24]. The yield is 0.640. (3) The reactants are ClC(OC1C=CC([N+]([O-])=O)=CC=1)=[O:3].[CH:14]([N:17]([CH2:21][CH3:22])[CH:18]([CH3:20])C)(C)C.[CH3:23][C@H:24]1[CH2:33][NH:32][C:31]2[C:26](=[CH:27][CH:28]=[C:29]([C:34]3[CH:39]=[CH:38][C:37]([S:40]([CH3:43])(=[O:42])=[O:41])=[CH:36][CH:35]=3)[CH:30]=2)[N:25]1[C:44](=[O:46])[CH3:45].N1CCCC1. No catalyst specified. The product is [CH3:23][C@H:24]1[CH2:33][N:32]([C:14]([N:17]2[CH2:18][CH2:20][CH2:22][CH2:21]2)=[O:3])[C:31]2[C:26](=[CH:27][CH:28]=[C:29]([C:34]3[CH:35]=[CH:36][C:37]([S:40]([CH3:43])(=[O:42])=[O:41])=[CH:38][CH:39]=3)[CH:30]=2)[N:25]1[C:44](=[O:46])[CH3:45]. The yield is 0.430. (4) The reactants are Cl.[NH:2]1[CH2:7][CH2:6][CH:5]([C:8]([C:10]2[C:11]3[CH:18]=[CH:17][NH:16][C:12]=3[N:13]=[CH:14][N:15]=2)=[O:9])[CH2:4][CH2:3]1.[F:19][C:20]([F:30])([F:29])[C:21]1[CH:28]=[CH:27][C:24]([CH2:25]Br)=[CH:23][CH:22]=1.C(N(CC)C(C)C)(C)C.[Cl-].[NH4+]. The catalyst is C(#N)C.O. The product is [N:13]1[C:12]2[NH:16][CH:17]=[CH:18][C:11]=2[C:10]([C:8]([CH:5]2[CH2:6][CH2:7][N:2]([CH2:25][C:24]3[CH:23]=[CH:22][C:21]([C:20]([F:19])([F:29])[F:30])=[CH:28][CH:27]=3)[CH2:3][CH2:4]2)=[O:9])=[N:15][CH:14]=1. The yield is 0.750. (5) The reactants are [CH3:1][C:2]1[C:7]([CH:8]([CH2:13][CH2:14][CH3:15])[C:9]([O:11]C)=[O:10])=[C:6]([C:16]2[CH:21]=[CH:20][CH:19]=[CH:18][CH:17]=2)[N:5]=[C:4]([N:22]2[CH2:27][CH2:26][CH2:25][CH2:24][CH2:23]2)[N:3]=1.[OH-].[Na+]. The catalyst is CO. The product is [CH3:1][C:2]1[C:7]([CH:8]([CH2:13][CH2:14][CH3:15])[C:9]([OH:11])=[O:10])=[C:6]([C:16]2[CH:21]=[CH:20][CH:19]=[CH:18][CH:17]=2)[N:5]=[C:4]([N:22]2[CH2:27][CH2:26][CH2:25][CH2:24][CH2:23]2)[N:3]=1. The yield is 0.800.